This data is from Full USPTO retrosynthesis dataset with 1.9M reactions from patents (1976-2016). The task is: Predict the reactants needed to synthesize the given product. (1) Given the product [ClH:16].[Cl:16][CH2:12][C:7]1[CH:8]=[C:9]2[C:4](=[CH:5][CH:6]=1)[N:3]=[C:2]([CH3:1])[CH:11]=[CH:10]2, predict the reactants needed to synthesize it. The reactants are: [CH3:1][C:2]1[CH:11]=[CH:10][C:9]2[C:4](=[CH:5][CH:6]=[C:7]([CH2:12]O)[CH:8]=2)[N:3]=1.O=S(Cl)[Cl:16]. (2) Given the product [O:4]=[C:5]1[CH2:6][CH2:7][CH:8]([N:11]2[CH2:15][CH2:14][CH2:13][C:12]2=[O:16])[CH2:9][CH2:10]1, predict the reactants needed to synthesize it. The reactants are: O1[C:5]2([CH2:10][CH2:9][CH:8]([N:11]3[CH2:15][CH2:14][CH2:13][C:12]3=[O:16])[CH2:7][CH2:6]2)[O:4]CC1.Cl. (3) The reactants are: [OH:1][CH2:2][C:3]1([C:6]2[CH:11]=[CH:10][C:9]([C:12]3[CH:13]=[C:14]4[C:18](=[CH:19][C:20]=3[CH3:21])[NH:17][CH:16]=[C:15]4[CH:22]=[O:23])=[CH:8][CH:7]=2)[CH2:5][CH2:4]1.Cl([O-])=[O:25].[Na+].P([O-])(O)(O)=O.[Na+].S([O-])([O-])=O.[Na+].[Na+]. Given the product [OH:1][CH2:2][C:3]1([C:6]2[CH:7]=[CH:8][C:9]([C:12]3[CH:13]=[C:14]4[C:18](=[CH:19][C:20]=3[CH3:21])[NH:17][CH:16]=[C:15]4[C:22]([OH:25])=[O:23])=[CH:10][CH:11]=2)[CH2:4][CH2:5]1, predict the reactants needed to synthesize it. (4) The reactants are: Br[C:2]1[CH:9]=[C:8]([F:10])[CH:7]=[CH:6][C:3]=1[C:4]#[N:5].[NH:11]1[CH2:15][CH2:14][CH2:13][C:12]1=[O:16].C([O-])([O-])=O.[Cs+].[Cs+]. Given the product [F:10][C:8]1[CH:7]=[CH:6][C:3]([C:4]#[N:5])=[C:2]([N:11]2[CH2:15][CH2:14][CH2:13][C:12]2=[O:16])[CH:9]=1, predict the reactants needed to synthesize it. (5) Given the product [Br:1][C:2]1[N:6]([C:7]2[CH:12]=[CH:11][CH:10]=[CH:9][CH:8]=2)[N:5]=[C:4]([C:13]([O:15][CH2:16][CH3:17])=[O:14])[C:3]=1[CH2:18][OH:19], predict the reactants needed to synthesize it. The reactants are: [Br:1][C:2]1[N:6]([C:7]2[CH:12]=[CH:11][CH:10]=[CH:9][CH:8]=2)[N:5]=[C:4]([C:13]([O:15][CH2:16][CH3:17])=[O:14])[C:3]=1[CH:18]=[O:19].C1COCC1.[BH4-].[Na+]. (6) Given the product [Br:2][C:3]1[CH:4]=[C:5]2[C:10]([NH:11][C@H:12]3[C@:16]([F:18])([CH3:17])[CH2:15][N:14]([C:28]([C:25]4([C:23]#[N:24])[CH2:27][CH2:26]4)=[O:29])[CH2:13]3)=[C:9]([C:19]([NH2:21])=[O:20])[CH:8]=[N:7][N:6]2[CH:22]=1, predict the reactants needed to synthesize it. The reactants are: I.[Br:2][C:3]1[CH:4]=[C:5]2[C:10]([NH:11][C@H:12]3[C@:16]([F:18])([CH3:17])[CH2:15][NH:14][CH2:13]3)=[C:9]([C:19]([NH2:21])=[O:20])[CH:8]=[N:7][N:6]2[CH:22]=1.[C:23]([C:25]1([C:28](O)=[O:29])[CH2:27][CH2:26]1)#[N:24].CCN(C(C)C)C(C)C.F[P-](F)(F)(F)(F)F.N1(O[P+](N(C)C)(N(C)C)N(C)C)C2C=CC=CC=2N=N1. (7) The reactants are: [C:1]([C:3]1[C:12]2[C:7](=[CH:8][CH:9]=[CH:10][CH:11]=2)[N:6]=[N:5][CH:4]=1)#[CH:2].[OH:13][CH2:14][CH2:15][N:16]1[CH2:21][CH2:20][N:19]([CH2:22][C:23]2[CH:28]=[CH:27][C:26]([NH:29][C:30](=[O:39])[C:31]3[CH:36]=[CH:35][C:34]([CH3:37])=[C:33](I)[CH:32]=3)=[CH:25][C:24]=2[C:40]([F:43])([F:42])[F:41])[CH2:18][CH2:17]1. Given the product [N:6]1[C:7]2[C:12](=[CH:11][CH:10]=[CH:9][CH:8]=2)[C:3]([C:1]#[C:2][C:35]2[CH:36]=[C:31]([CH:32]=[CH:33][C:34]=2[CH3:37])[C:30]([NH:29][C:26]2[CH:27]=[CH:28][C:23]([CH2:22][N:19]3[CH2:20][CH2:21][N:16]([CH2:15][CH2:14][OH:13])[CH2:17][CH2:18]3)=[C:24]([C:40]([F:43])([F:42])[F:41])[CH:25]=2)=[O:39])=[CH:4][N:5]=1, predict the reactants needed to synthesize it. (8) Given the product [Cl:32][C:27]1[CH:26]=[C:25]([C@@H:20]2[C:19]3[CH:33]=[CH:34][CH:35]=[CH:36][C:18]=3[C:17]3[N:16]=[C:15]([NH:14][C:11]4[CH:10]=[CH:9][C:8]([CH2:7][CH2:6][N:37]5[CH2:42][CH2:41][O:40][CH2:39][CH2:38]5)=[CH:13][CH:12]=4)[N:24]=[CH:23][C:22]=3[CH2:21]2)[CH:30]=[CH:29][C:28]=1[Cl:31], predict the reactants needed to synthesize it. The reactants are: CS(O[CH2:6][CH2:7][C:8]1[CH:13]=[CH:12][C:11]([NH:14][C:15]2[N:24]=[CH:23][C:22]3[CH2:21][C@H:20]([C:25]4[CH:30]=[CH:29][C:28]([Cl:31])=[C:27]([Cl:32])[CH:26]=4)[C:19]4[CH:33]=[CH:34][CH:35]=[CH:36][C:18]=4[C:17]=3[N:16]=2)=[CH:10][CH:9]=1)(=O)=O.[NH:37]1[CH2:42][CH2:41][O:40][CH2:39][CH2:38]1.